Dataset: Catalyst prediction with 721,799 reactions and 888 catalyst types from USPTO. Task: Predict which catalyst facilitates the given reaction. (1) Reactant: [OH:1][C@@H:2]([C@H:4]1[C:10](=[O:11])[N:9]2[C@@H:5]1[CH2:6][C:7]([C:15]1[CH:20]=[CH:19][C:18]([O:21][CH3:22])=[CH:17][CH:16]=1)=[C:8]2[C:12]([O-:14])=[O:13])[CH3:3].[Na+].Br[CH2:25][C:26]1[O:27][C:28](=[O:32])[O:29][C:30]=1[CH3:31]. Product: [OH:1][C@@H:2]([C@H:4]1[C:10](=[O:11])[N:9]2[C@@H:5]1[CH2:6][C:7]([C:15]1[CH:16]=[CH:17][C:18]([O:21][CH3:22])=[CH:19][CH:20]=1)=[C:8]2[C:12]([O:14][CH2:25][C:26]1[O:27][C:28](=[O:32])[O:29][C:30]=1[CH3:31])=[O:13])[CH3:3]. The catalyst class is: 3. (2) The catalyst class is: 8. Product: [F:19][C:16]1[CH:17]=[C:18]2[C:13]([C:12]([C:20]3[CH:33]=[CH:32][C:23]4[N:24]=[C:25]([NH:27][S:28]([CH3:31])(=[O:30])=[O:29])[O:26][C:22]=4[CH:21]=3)=[CH:11][NH:10]2)=[CH:14][CH:15]=1. Reactant: C1(S([N:10]2[C:18]3[C:13](=[CH:14][CH:15]=[C:16]([F:19])[CH:17]=3)[C:12]([C:20]3[CH:33]=[CH:32][C:23]4[N:24]=[C:25]([NH:27][S:28]([CH3:31])(=[O:30])=[O:29])[O:26][C:22]=4[CH:21]=3)=[CH:11]2)(=O)=O)C=CC=CC=1.[OH-].[K+]. (3) Reactant: Br[C:2]1[CH:3]=[C:4]([CH2:8][C:9]([NH2:11])=[O:10])[CH:5]=[CH:6][CH:7]=1.C([O-])(=O)C.[K+].[B:17]1([B:17]2[O:21][C:20]([CH3:23])([CH3:22])[C:19]([CH3:25])([CH3:24])[O:18]2)[O:21][C:20]([CH3:23])([CH3:22])[C:19]([CH3:25])([CH3:24])[O:18]1. Product: [CH3:24][C:19]1([CH3:25])[C:20]([CH3:23])([CH3:22])[O:21][B:17]([C:2]2[CH:3]=[C:4]([CH2:8][C:9]([NH2:11])=[O:10])[CH:5]=[CH:6][CH:7]=2)[O:18]1. The catalyst class is: 167. (4) The catalyst class is: 48. Product: [CH2:20]([O:19][C:17](=[O:18])[CH2:16][CH:12]1[C:11]2[NH:6][C:5]3[CH:7]=[CH:8][C:2]([F:1])=[CH:3][C:4]=3[C:15]=2[CH2:14][CH2:13]1)[CH3:21]. Reactant: [F:1][C:2]1[CH:8]=[CH:7][C:5]([NH2:6])=[C:4](I)[CH:3]=1.O=[C:11]1[CH2:15][CH2:14][CH2:13][CH:12]1[CH2:16][C:17]([O:19][CH2:20][CH3:21])=[O:18].C1(C)C=CC(S(O)(=O)=O)=CC=1. (5) Product: [F:7][C:8]1[CH:14]=[CH:13][C:12]([CH3:15])=[C:11]([NH:1][S:17]([CH3:16])(=[O:19])=[O:18])[CH:9]=1. The catalyst class is: 2. Reactant: [N:1]1C=CC=CC=1.[F:7][C:8]1[CH:14]=[CH:13][C:12]([CH3:15])=[CH:11][C:9]=1N.[CH3:16][S:17](Cl)(=[O:19])=[O:18]. (6) Product: [OH:83][CH2:82][CH2:84][NH:85][C:34]([C:31]1[N:32]=[CH:33][C:28]2[NH:27][C:26]3[N:37]=[CH:38][C:23]([C:20]4[CH:19]=[CH:9][C:7]([N:3]5[CH2:2][CH2:1][N:42]([CH3:41])[CH2:6][CH2:4]5)=[CH:8][CH:21]=4)=[CH:24][C:25]=3[C:29]=2[CH:30]=1)=[O:36]. The catalyst class is: 3. Reactant: [CH3:1][CH2:2][N:3]([CH:7]([CH3:9])[CH3:8])[CH:4]([CH3:6])C.CN1CCN(C2C=[CH:21][C:20]([C:23]3[CH:38]=[N:37][C:26]4[NH:27][C:28]5[CH:33]=[N:32][C:31]([C:34]([OH:36])=O)=[CH:30][C:29]=5[C:25]=4[CH:24]=3)=[CH:19]C=2)CC1.C1C[N:42]([P+](ON2N=NC3C=CC=CC2=3)(N2CCCC2)N2CCCC2)[CH2:41]C1.F[P-](F)(F)(F)(F)F.C1C=CC2N(O)N=NC=2C=1.[CH2:82]([CH2:84][NH2:85])[OH:83].S(=O)(=O)(O)O. (7) Reactant: [Cl:1][C:2]1[N:9]=[C:8](Cl)[C:7]([F:11])=[CH:6][C:3]=1[C:4]#[N:5].C(O)(=O)C. Product: [Cl:1][C:2]1[N:9]=[CH:8][C:7]([F:11])=[CH:6][C:3]=1[C:4]#[N:5]. The catalyst class is: 6. (8) Reactant: [H-].[H-].[H-].[H-].[Li+].[Al+3].[O:7]=[C:8]([C:12]1[CH:16]=[CH:15][S:14][CH:13]=1)[CH2:9][C:10]#[N:11].[OH-].[Na+]. Product: [NH2:11][CH2:10][CH2:9][CH:8]([C:12]1[CH:16]=[CH:15][S:14][CH:13]=1)[OH:7]. The catalyst class is: 1. (9) Product: [Cl:33][C:30]1[CH:31]=[CH:32][C:27]([C:22]2[CH:23]=[C:24]([CH3:26])[N:25]=[C:20]([N:18]3[CH:19]=[C:15]([C:11]4[CH:10]=[C:9]([S:6]([NH2:5])(=[O:7])=[O:8])[CH:14]=[CH:13][CH:12]=4)[N:16]=[CH:17]3)[N:21]=2)=[CH:28][C:29]=1[CH3:34]. The catalyst class is: 4. Reactant: C([NH:5][S:6]([C:9]1[CH:14]=[CH:13][CH:12]=[C:11]([C:15]2[N:16]=[CH:17][N:18]([C:20]3[N:25]=[C:24]([CH3:26])[CH:23]=[C:22]([C:27]4[CH:32]=[CH:31][C:30]([Cl:33])=[C:29]([CH3:34])[CH:28]=4)[N:21]=3)[CH:19]=2)[CH:10]=1)(=[O:8])=[O:7])(C)(C)C.C(O)(C(F)(F)F)=O. (10) Reactant: [C:1]([O:8][CH3:9])(=[O:7])[CH2:2][C:3]([O:5][CH3:6])=[O:4].[H-].[Na+].Cl[C:13]1[C:18]([C:19]([O:21][CH3:22])=[O:20])=[CH:17][CH:16]=[CH:15][C:14]=1[N+:23]([O-:25])=[O:24]. Product: [CH3:22][O:21][C:19]([C:18]1[CH:17]=[CH:16][CH:15]=[C:14]([N+:23]([O-:25])=[O:24])[C:13]=1[CH:2]([C:1]([O:8][CH3:9])=[O:7])[C:3]([O:5][CH3:6])=[O:4])=[O:20]. The catalyst class is: 16.